Dataset: Forward reaction prediction with 1.9M reactions from USPTO patents (1976-2016). Task: Predict the product of the given reaction. (1) Given the reactants [Br:1][C:2]1[CH:3]=[CH:4][C:5]2=[C:6]([CH:18]=1)[NH:7][C:8](=O)[CH2:9][C:10]([C:12]([O:14][CH2:15][CH3:16])=[O:13])=[CH:11]2.COC1C=CC(P2(SP(C3C=CC(OC)=CC=3)(=S)S2)=[S:28])=CC=1, predict the reaction product. The product is: [Br:1][C:2]1[CH:3]=[CH:4][C:5]2=[C:6]([CH:18]=1)[NH:7][C:8](=[S:28])[CH2:9][C:10]([C:12]([O:14][CH2:15][CH3:16])=[O:13])=[CH:11]2. (2) Given the reactants [CH:1]([N:4]1[C:8]2[CH:9]=[CH:10][CH:11]=[CH:12][C:7]=2[NH:6][C:5]1=[O:13])([CH3:3])[CH3:2].C([O:18][C:19]([NH:21][CH2:22][CH:23]1[CH2:28][CH2:27][N:26]([CH2:29][C:30]2([C:34]([O:36][CH3:37])=[O:35])[CH2:33][CH2:32][CH2:31]2)[CH2:25][CH2:24]1)=O)(C)(C)C, predict the reaction product. The product is: [CH:1]([N:4]1[C:8]2[CH:9]=[CH:10][CH:11]=[CH:12][C:7]=2[N:6]([C:19]([NH:21][CH2:22][CH:23]2[CH2:24][CH2:25][N:26]([CH2:29][C:30]3([C:34]([O:36][CH3:37])=[O:35])[CH2:33][CH2:32][CH2:31]3)[CH2:27][CH2:28]2)=[O:18])[C:5]1=[O:13])([CH3:3])[CH3:2].